This data is from Cav3 T-type calcium channel HTS with 100,875 compounds. The task is: Binary Classification. Given a drug SMILES string, predict its activity (active/inactive) in a high-throughput screening assay against a specified biological target. (1) The compound is s1cc(nc1)CC(=O)c1c(cc(O)cc1O)C. The result is 0 (inactive). (2) The molecule is O(C(=O)N1CC(CCC1)C(=O)CC#N)C(C)(C)C. The result is 0 (inactive). (3) The compound is O1c2c(OCC1)ccc(c2)C(=O)Nc1ccncc1. The result is 0 (inactive). (4) The drug is S(=O)(=O)(N1CCCCC1)c1cc(ccc1)c1n(c2ccccc2)c(SC(F)F)nn1. The result is 0 (inactive). (5) The drug is O=C(NC1CCCC1)C(N(c1ccc(cc1)C)C(=O)c1ncccc1)(CC)C. The result is 0 (inactive).